This data is from Full USPTO retrosynthesis dataset with 1.9M reactions from patents (1976-2016). The task is: Predict the reactants needed to synthesize the given product. Given the product [Cl:3][CH2:27][C:26]1[N:9]2[C:10]3[CH:11]=[CH:12][CH:13]=[N:14][C:15]=3[N:16]([C:17]3[C:22]([CH3:23])=[CH:21][C:20]([CH3:24])=[CH:19][C:18]=3[CH3:25])[C:8]2=[N:7][C:6]=1[CH3:5], predict the reactants needed to synthesize it. The reactants are: S(Cl)([Cl:3])=O.[CH3:5][C:6]1[N:7]=[C:8]2[N:16]([C:17]3[C:22]([CH3:23])=[CH:21][C:20]([CH3:24])=[CH:19][C:18]=3[CH3:25])[C:15]3[N:14]=[CH:13][CH:12]=[CH:11][C:10]=3[N:9]2[C:26]=1[CH2:27]O.